Dataset: Reaction yield outcomes from USPTO patents with 853,638 reactions. Task: Predict the reaction yield, written as a fraction of the theoretical maximum amount of product (1.0 means a 100% yield; for example, 0.34 means a 34% yield). The reactants are [Cl:1][C:2]1[CH:3]=[C:4]2[C:8](=[CH:9][CH:10]=1)[N:7]([CH3:11])[C:6]([C:12](=O)[CH2:13][CH2:14][CH2:15][CH2:16][CH2:17][CH3:18])=[CH:5]2.[NH2:20][C:21]1[CH:30]=[CH:29][C:24]([C:25]([O:27][CH3:28])=[O:26])=[CH:23][CH:22]=1.C(=O)([O-])O.[Na+].C([BH3-])#N.[Na+]. The catalyst is C(Cl)Cl.O1CCCC1.[Ti](Cl)(Cl)(Cl)Cl.C(O)(=O)C.C(N(CC)CC)C. The product is [Cl:1][C:2]1[CH:3]=[C:4]2[C:8](=[CH:9][CH:10]=1)[N:7]([CH3:11])[C:6]([CH:12]([NH:20][C:21]1[CH:22]=[CH:23][C:24]([C:25]([O:27][CH3:28])=[O:26])=[CH:29][CH:30]=1)[CH2:13][CH2:14][CH2:15][CH2:16][CH2:17][CH3:18])=[CH:5]2. The yield is 0.740.